This data is from Full USPTO retrosynthesis dataset with 1.9M reactions from patents (1976-2016). The task is: Predict the reactants needed to synthesize the given product. (1) Given the product [O:1]1[CH2:5][CH2:4][CH2:3][CH:2]1[C:6]1[CH:18]=[CH:17][CH:16]=[CH:15][C:7]=1[O:8][CH2:9][C:10]([OH:12])=[O:11], predict the reactants needed to synthesize it. The reactants are: [O:1]1[CH2:5][CH2:4][CH2:3][CH:2]1[C:6]1[CH:18]=[CH:17][CH:16]=[CH:15][C:7]=1[O:8][CH2:9][C:10]([O:12]CC)=[O:11].[OH-].[Li+].Cl. (2) The reactants are: [NH2:1][CH:2]1[CH2:7][CH2:6][N:5]([CH2:8][CH2:9][N:10]2[C:19]3[C:14](=[N:15][CH:16]=[C:17]([O:20][CH3:21])[CH:18]=3)[CH:13]=[CH:12][C:11]2=[O:22])[CH2:4][CH2:3]1.[O:23]=[C:24]1[CH2:29][O:28][C:27]2[CH:30]=[CH:31][C:32]([CH:34]=O)=[N:33][C:26]=2[NH:25]1.C(O[BH-](OC(=O)C)OC(=O)C)(=O)C.[Na+].C(=O)([O-])O.[Na+]. Given the product [O:23]=[C:24]1[CH2:29][O:28][C:27]2[CH:30]=[CH:31][C:32]([CH2:34][NH:1][CH:2]3[CH2:3][CH2:4][N:5]([CH2:8][CH2:9][N:10]4[C:19]5[C:14](=[N:15][CH:16]=[C:17]([O:20][CH3:21])[CH:18]=5)[CH:13]=[CH:12][C:11]4=[O:22])[CH2:6][CH2:7]3)=[N:33][C:26]=2[NH:25]1, predict the reactants needed to synthesize it. (3) Given the product [CH:15]1([N:21]2[CH:10]=[C:5]([C:4]([O:3][CH3:2])=[O:12])[CH:6]=[N:22]2)[CH2:20][CH2:19][CH2:18][CH2:17][CH2:16]1, predict the reactants needed to synthesize it. The reactants are: [Na].[CH3:2][O:3][CH:4]([O:12]C)[C:5](=[CH:10]O)[C:6](OC)=O.Cl.[CH:15]1([NH:21][NH2:22])[CH2:20][CH2:19][CH2:18][CH2:17][CH2:16]1.O.